This data is from Reaction yield outcomes from USPTO patents with 853,638 reactions. The task is: Predict the reaction yield, written as a fraction of the theoretical maximum amount of product (1.0 means a 100% yield; for example, 0.34 means a 34% yield). (1) The product is [CH3:1][O:2][C:3](=[O:19])[C:4]1[CH:9]=[C:8]([C:25]2[O:26][CH2:27][CH2:28][CH:29]=2)[C:7]([C:11]([F:14])([F:13])[F:12])=[CH:6][C:5]=1[NH:15][C:16](=[O:18])[CH3:17]. The catalyst is O1CCOCC1.C1C=CC([P]([Pd]([P](C2C=CC=CC=2)(C2C=CC=CC=2)C2C=CC=CC=2)([P](C2C=CC=CC=2)(C2C=CC=CC=2)C2C=CC=CC=2)[P](C2C=CC=CC=2)(C2C=CC=CC=2)C2C=CC=CC=2)(C2C=CC=CC=2)C2C=CC=CC=2)=CC=1. The yield is 0.860. The reactants are [CH3:1][O:2][C:3](=[O:19])[C:4]1[CH:9]=[C:8](I)[C:7]([C:11]([F:14])([F:13])[F:12])=[CH:6][C:5]=1[NH:15][C:16](=[O:18])[CH3:17].C([Sn](CCCC)(CCCC)[C:25]1[O:26][CH2:27][CH2:28][CH:29]=1)CCC.CCN(CC)CC. (2) The reactants are [C:1]([O:5][C:6]([NH:8][C:9]([NH:11][C:12]([O:14][C:15]([CH3:18])([CH3:17])[CH3:16])=[O:13])=S)=[O:7])([CH3:4])([CH3:3])[CH3:2].C([N:21](CC)CC)C. The catalyst is CN(C=O)C.C(OCC)(=O)C.Cl[Hg]Cl. The product is [C:6]([NH:8][C:9](=[NH:21])[NH:11][C:12]([O:14][C:15]([CH3:18])([CH3:17])[CH3:16])=[O:13])([O:5][C:1]([CH3:4])([CH3:3])[CH3:2])=[O:7]. The yield is 0.690. (3) The reactants are [C:1]1(=[O:14])[O:13][CH2:12][CH2:11][CH2:10][CH2:9][CH2:8][CH2:7][CH2:6][CH2:5][CH2:4][CH2:3][CH2:2]1.[BrH:15]. No catalyst specified. The product is [Br:15][CH2:12][CH2:11][CH2:10][CH2:9][CH2:8][CH2:7][CH2:6][CH2:5][CH2:4][CH2:3][CH2:2][C:1]([OH:13])=[O:14]. The yield is 0.860. (4) The reactants are [C:1]([C:3]1[CH:8]=[CH:7][C:6]([C:9]2[CH:10]=[N:11][N:12]([C:15]3[CH:23]=[CH:22][C:18]([C:19](O)=[O:20])=[CH:17][N:16]=3)[C:13]=2[OH:14])=[C:5]([CH3:24])[CH:4]=1)#[N:2].C1N=CN(C(N2C=NC=C2)=O)C=1.[CH2:37]([N:39]1[CH2:44][CH2:43][NH:42][CH2:41][CH2:40]1)[CH3:38].Cl. The catalyst is C1COCC1.CN(C1C=CN=CC=1)C.CS(C)=O.O. The product is [CH2:37]([N:39]1[CH2:44][CH2:43][N:42]([C:19]([C:18]2[CH:22]=[CH:23][C:15]([N:12]3[C:13]([OH:14])=[C:9]([C:6]4[CH:7]=[CH:8][C:3]([C:1]#[N:2])=[CH:4][C:5]=4[CH3:24])[CH:10]=[N:11]3)=[N:16][CH:17]=2)=[O:20])[CH2:41][CH2:40]1)[CH3:38]. The yield is 0.900. (5) The reactants are [O:1]=[C:2]1[C:7]2[NH:8][C:9]3[CH:10]=[CH:11][CH:12]=[CH:13][C:14]=3[C:6]=2[N:5]=[C:4]([S:15][CH2:16][C:17](O)=[O:18])[N:3]1[C:20]1[CH:25]=[CH:24][CH:23]=[CH:22][CH:21]=1.[CH2:26]([NH2:30])[CH:27]([CH3:29])[CH3:28].C(N(CC)CC)C.CN(C(ON1N=NC2C=CC=NC1=2)=[N+](C)C)C.F[P-](F)(F)(F)(F)F. No catalyst specified. The product is [CH2:26]([NH:30][C:17](=[O:18])[CH2:16][S:15][C:4]1[N:3]([C:20]2[CH:25]=[CH:24][CH:23]=[CH:22][CH:21]=2)[C:2](=[O:1])[C:7]2[NH:8][C:9]3[CH:10]=[CH:11][CH:12]=[CH:13][C:14]=3[C:6]=2[N:5]=1)[CH:27]([CH3:29])[CH3:28]. The yield is 0.310.